From a dataset of Forward reaction prediction with 1.9M reactions from USPTO patents (1976-2016). Predict the product of the given reaction. (1) Given the reactants [CH3:1][N:2]1[C:10]2[C:5](=[C:6]([CH3:11])[CH:7]=[CH:8][CH:9]=2)[C:4]([CH2:12][C:13]([OH:15])=O)=[CH:3]1.C1(=O)O[C:19](=[O:20])[C:18]2=[CH:22][CH:23]=[CH:24][CH:25]=[C:17]12.C([O-])(=O)C.[Na+], predict the reaction product. The product is: [CH3:1][N:2]1[C:10]2[C:5](=[C:6]([CH3:11])[CH:7]=[CH:8][CH:9]=2)[C:4](/[CH:12]=[C:13]2\[O:15][C:19](=[O:20])[C:18]3[C:22]\2=[CH:23][CH:24]=[CH:25][CH:17]=3)=[CH:3]1. (2) The product is: [F:27][C:28]1[CH:33]=[C:32]([C:2]2[CH:7]=[CH:6][C:5]([CH2:8][N:9]3[C:14](=[O:15])[C:13]([C:16]([NH:18][CH2:19][C:20]([OH:22])=[O:21])=[O:17])=[C:12]([OH:23])[C:11]([CH:24]([CH3:26])[CH3:25])=[N:10]3)=[CH:4][CH:3]=2)[CH:31]=[C:30]([F:37])[N:29]=1. Given the reactants Br[C:2]1[CH:7]=[CH:6][C:5]([CH2:8][N:9]2[C:14](=[O:15])[C:13]([C:16]([NH:18][CH2:19][C:20]([OH:22])=[O:21])=[O:17])=[C:12]([OH:23])[C:11]([CH:24]([CH3:26])[CH3:25])=[N:10]2)=[CH:4][CH:3]=1.[F:27][C:28]1[CH:33]=[C:32](B(O)O)[CH:31]=[C:30]([F:37])[N:29]=1.C(=O)([O-])[O-].[K+].[K+].Cl, predict the reaction product. (3) Given the reactants [NH2:1][C:2]1[CH:11]=[CH:10][C:5]([C:6]([O:8][CH3:9])=[O:7])=[CH:4][CH:3]=1.C(N(C(C)C)CC)(C)C.[F:21][C:22]1[CH:30]=[CH:29][CH:28]=[CH:27][C:23]=1[C:24](Cl)=[O:25], predict the reaction product. The product is: [F:21][C:22]1[CH:30]=[CH:29][CH:28]=[CH:27][C:23]=1[C:24]([NH:1][C:2]1[CH:3]=[CH:4][C:5]([C:6]([O:8][CH3:9])=[O:7])=[CH:10][CH:11]=1)=[O:25]. (4) Given the reactants Br[C:2]1[CH:3]=[CH:4][C:5]2[C:6]3[N:15]([NH:16][CH:17]([CH3:19])[CH3:18])[C:14]([CH2:20][CH2:21][CH3:22])=[N:13][C:7]=3[C:8]([NH2:12])=[N:9][C:10]=2[CH:11]=1.[C:23]1(B(O)O)[CH:28]=[CH:27][CH:26]=[CH:25][CH:24]=1.C(=O)([O-])[O-].[Na+].[Na+].O, predict the reaction product. The product is: [CH:17]([NH:16][N:15]1[C:6]2[C:5]3[CH:4]=[CH:3][C:2]([C:23]4[CH:28]=[CH:27][CH:26]=[CH:25][CH:24]=4)=[CH:11][C:10]=3[N:9]=[C:8]([NH2:12])[C:7]=2[N:13]=[C:14]1[CH2:20][CH2:21][CH3:22])([CH3:19])[CH3:18]. (5) Given the reactants [N+:1]([C:4]1[C:13]2[C:8](=[CH:9][CH:10]=[CH:11][CH:12]=2)[C:7]([CH:14]=O)=[CH:6][CH:5]=1)([O-:3])=[O:2].[C:16]([OH:28])(=[O:27])[CH2:17][NH:18][C:19]([C:21]1[CH:26]=[CH:25][CH:24]=[CH:23][CH:22]=1)=O.C([O-])(=O)C.[Na+].C(OC(=O)C)(=O)C, predict the reaction product. The product is: [N+:1]([C:4]1[C:13]2[C:8](=[CH:9][CH:10]=[CH:11][CH:12]=2)[C:7]([CH:14]=[C:17]2[C:16](=[O:27])[O:28][C:19]([C:21]3[CH:22]=[CH:23][CH:24]=[CH:25][CH:26]=3)=[N:18]2)=[CH:6][CH:5]=1)([O-:3])=[O:2]. (6) Given the reactants [H-].C([Al+]CC(C)C)C(C)C.[CH3:11][O:12][C:13]1[CH:29]=[CH:28][C:16]([CH2:17][N:18]2[CH2:23][CH2:22][CH:21]([C:24](OC)=[O:25])[CH2:20][CH2:19]2)=[CH:15][CH:14]=1.CO.[Cl-].[Na+], predict the reaction product. The product is: [CH3:11][O:12][C:13]1[CH:14]=[CH:15][C:16]([CH2:17][N:18]2[CH2:23][CH2:22][CH:21]([CH:24]=[O:25])[CH2:20][CH2:19]2)=[CH:28][CH:29]=1. (7) Given the reactants [Si:1]([O:18][CH2:19][CH2:20][C:21]1[C:22](=[O:38])[N:23]([C:27]2[CH:32]=[CH:31][C:30]([N+:33]([O-])=O)=[CH:29][C:28]=2[O:36][CH3:37])[CH:24]=[CH:25][CH:26]=1)([C:14]([CH3:17])([CH3:16])[CH3:15])([C:8]1[CH:13]=[CH:12][CH:11]=[CH:10][CH:9]=1)[C:2]1[CH:7]=[CH:6][CH:5]=[CH:4][CH:3]=1.C([O-])=O.[NH4+], predict the reaction product. The product is: [NH2:33][C:30]1[CH:31]=[CH:32][C:27]([N:23]2[CH:24]=[CH:25][CH:26]=[C:21]([CH2:20][CH2:19][O:18][Si:1]([C:14]([CH3:15])([CH3:16])[CH3:17])([C:2]3[CH:7]=[CH:6][CH:5]=[CH:4][CH:3]=3)[C:8]3[CH:13]=[CH:12][CH:11]=[CH:10][CH:9]=3)[C:22]2=[O:38])=[C:28]([O:36][CH3:37])[CH:29]=1. (8) Given the reactants [Br:1][C:2]1[N:6]2[N:7]=[C:8](Cl)[CH:9]=[CH:10][C:5]2=[N:4][CH:3]=1.[O:12]1[CH2:17][CH2:16][CH:15]([NH2:18])[CH2:14][CH2:13]1, predict the reaction product. The product is: [Br:1][C:2]1[N:6]2[N:7]=[C:8]([NH:18][CH:15]3[CH2:16][CH2:17][O:12][CH2:13][CH2:14]3)[CH:9]=[CH:10][C:5]2=[N:4][CH:3]=1. (9) Given the reactants CO.[CH:3]1([N:9]2[CH2:14][CH2:13][NH:12][CH2:11][CH2:10]2)[CH2:8][CH2:7][CH2:6][CH2:5][CH2:4]1.[C:15]1([CH2:21][CH2:22][CH:23]=O)[CH:20]=[CH:19][CH:18]=[CH:17][CH:16]=1.C(O[BH-](OC(=O)C)OC(=O)C)(=O)C.[Na+], predict the reaction product. The product is: [C:15]1([CH2:21][CH2:22][CH2:23][N:12]2[CH2:13][CH2:14][N:9]([CH:3]3[CH2:8][CH2:7][CH2:6][CH2:5][CH2:4]3)[CH2:10][CH2:11]2)[CH:20]=[CH:19][CH:18]=[CH:17][CH:16]=1. (10) Given the reactants [NH2:1][CH2:2][CH2:3][C:4]([OH:6])=[O:5].[OH-].[Na+].Cl.[C:10](Cl)(=[O:17])[C:11]1[CH:16]=[CH:15][CH:14]=[N:13][CH:12]=1, predict the reaction product. The product is: [C:10]([NH:1][CH2:2][CH2:3][C:4]([OH:6])=[O:5])(=[O:17])[C:11]1[CH:16]=[CH:15][CH:14]=[N:13][CH:12]=1.